This data is from Reaction yield outcomes from USPTO patents with 853,638 reactions. The task is: Predict the reaction yield, written as a fraction of the theoretical maximum amount of product (1.0 means a 100% yield; for example, 0.34 means a 34% yield). (1) The reactants are [CH2:1]([C:6]([CH:11]([CH3:13])[CH3:12])([CH2:9][OH:10])[CH2:7][OH:8])[CH2:2][CH:3]([CH3:5])[CH3:4].[O:14]1[CH2:18][CH2:17][CH2:16][CH2:15]1.N1[CH:24]=[CH:23][CH:22]=[CH:21][CH:20]=1.[C:25](Cl)(=[O:34])[CH:26]=[CH:27][C:28]1[CH:33]=[CH:32][CH:31]=[CH:30][CH:29]=1. The catalyst is O. The product is [C:18]([O:8][CH2:7][C:6]([CH2:1][CH2:2][CH:3]([CH3:5])[CH3:4])([CH:11]([CH3:13])[CH3:12])[CH2:9][O:10][C:25](=[O:34])[CH:26]=[CH:27][C:28]1[CH:33]=[CH:32][CH:31]=[CH:30][CH:29]=1)(=[O:14])[CH:17]=[CH:16][C:15]1[CH:24]=[CH:23][CH:22]=[CH:21][CH:20]=1. The yield is 0.510. (2) The reactants are [H-].[Na+].[CH3:3][CH2:4][O:5][C:6]([CH:8](P(OCC)(OCC)=O)[CH3:9])=[O:7].[CH3:18][C:19]1[CH:26]=[CH:25][C:22]([CH:23]=O)=[CH:21][CH:20]=1.O. The catalyst is CN(C)C=O. The product is [CH3:9][C:8](=[CH:23][C:22]1[CH:25]=[CH:26][C:19]([CH3:18])=[CH:20][CH:21]=1)[C:6]([O:5][CH2:4][CH3:3])=[O:7]. The yield is 0.910. (3) The reactants are [NH2:1][C:2]1[CH:3]=[C:4]([C:12]2[CH:17]=[CH:16][CH:15]=[CH:14][C:13]=2[F:18])[CH:5]=[CH:6][C:7]=1[C:8]([O:10]C)=[O:9].[OH-].[Na+]. The catalyst is C1COCC1. The product is [NH2:1][C:2]1[CH:3]=[C:4]([C:12]2[CH:17]=[CH:16][CH:15]=[CH:14][C:13]=2[F:18])[CH:5]=[CH:6][C:7]=1[C:8]([OH:10])=[O:9]. The yield is 0.840. (4) The reactants are Cl[C:2]1[CH:3]=[CH:4][C:5]2[O:14][CH2:13][CH2:12][C:11]3[CH:10]=[C:9]([C:15]4[N:16]([C:20]5[CH:25]=[CH:24][C:23]([F:26])=[CH:22][C:21]=5[F:27])[N:17]=[CH:18][N:19]=4)[S:8][C:7]=3[C:6]=2[N:28]=1.[F:29][C:30]1[CH:35]=[CH:34][C:33](B2OC(C)(C)C(C)(C)O2)=[CH:32][N:31]=1.C([O-])([O-])=O.[Cs+].[Cs+]. The catalyst is C1C=CC(P(C2C=CC=CC=2)[C-]2C=CC=C2)=CC=1.C1C=CC(P(C2C=CC=CC=2)[C-]2C=CC=C2)=CC=1.Cl[Pd]Cl.[Fe+2].CC#N.O. The product is [F:27][C:21]1[CH:22]=[C:23]([F:26])[CH:24]=[CH:25][C:20]=1[N:16]1[C:15]([C:9]2[S:8][C:7]3[C:6]4[N:28]=[C:2]([C:33]5[CH:32]=[N:31][C:30]([F:29])=[CH:35][CH:34]=5)[CH:3]=[CH:4][C:5]=4[O:14][CH2:13][CH2:12][C:11]=3[CH:10]=2)=[N:19][CH:18]=[N:17]1. The yield is 0.840. (5) The reactants are [OH:1][C:2]1[CH:7]=[CH:6][C:5]([CH2:8][CH2:9][C:10]#[N:11])=[CH:4][CH:3]=1.C(=O)([O-])[O-].[K+].[K+].Br[CH2:19][C:20]#[N:21]. The catalyst is CC(C)=O. The product is [C:20]([CH2:19][O:1][C:2]1[CH:3]=[CH:4][C:5]([CH2:8][CH2:9][C:10]#[N:11])=[CH:6][CH:7]=1)#[N:21]. The yield is 0.720.